Dataset: hERG channel blocking data for cardiac toxicity assessment. Task: Regression/Classification. Given a drug SMILES string, predict its toxicity properties. Task type varies by dataset: regression for continuous values (e.g., LD50, hERG inhibition percentage) or binary classification for toxic/non-toxic outcomes (e.g., AMES mutagenicity, cardiotoxicity, hepatotoxicity). Dataset: herg. (1) The compound is CCC(O)(CC)c1cn(-c2ccc(F)cc2)c2ccc(Cl)cc12. The result is 1 (blocker). (2) The compound is CN(C)Cc1cc2cc(Cl)ccc2n1-c1ccc(F)cc1. The result is 1 (blocker). (3) The result is 0 (non-blocker). The molecule is NCCSCCC(=O)O. (4) The molecule is Nc1nc(N)nc(CC(=O)O)n1. The result is 0 (non-blocker). (5) The molecule is CS(=O)(=O)Nc1ccc2c(c1)C(=O)CC1(CCN(CCc3ccc4nonc4c3)CC1)O2. The result is 1 (blocker).